From a dataset of NCI-60 drug combinations with 297,098 pairs across 59 cell lines. Regression. Given two drug SMILES strings and cell line genomic features, predict the synergy score measuring deviation from expected non-interaction effect. (1) Drug 1: C1CN1C2=NC(=NC(=N2)N3CC3)N4CC4. Drug 2: N.N.Cl[Pt+2]Cl. Cell line: MCF7. Synergy scores: CSS=29.5, Synergy_ZIP=-13.0, Synergy_Bliss=-4.38, Synergy_Loewe=-1.89, Synergy_HSA=0.0865. (2) Drug 1: CN1C2=C(C=C(C=C2)N(CCCl)CCCl)N=C1CCCC(=O)O.Cl. Drug 2: C(CCl)NC(=O)N(CCCl)N=O. Cell line: SR. Synergy scores: CSS=40.2, Synergy_ZIP=2.47, Synergy_Bliss=5.66, Synergy_Loewe=-21.4, Synergy_HSA=5.07.